This data is from Forward reaction prediction with 1.9M reactions from USPTO patents (1976-2016). The task is: Predict the product of the given reaction. (1) Given the reactants [CH2:1]([NH:5][C@H:6]([C:22]([OH:24])=[O:23])[CH2:7][CH2:8][CH2:9][CH2:10][NH:11][C:12]([O:14][CH2:15][C:16]1[CH:21]=[CH:20][CH:19]=[CH:18][CH:17]=1)=[O:13])[CH:2]([CH3:4])[CH3:3].[C:25](Cl)(=[O:32])[C:26]1[CH:31]=[CH:30][CH:29]=[CH:28][CH:27]=1.CCN(C(C)C)C(C)C, predict the reaction product. The product is: [CH2:1]([N:5]([C:25](=[O:32])[C:26]1[CH:31]=[CH:30][CH:29]=[CH:28][CH:27]=1)[C@H:6]([C:22]([OH:24])=[O:23])[CH2:7][CH2:8][CH2:9][CH2:10][NH:11][C:12]([O:14][CH2:15][C:16]1[CH:17]=[CH:18][CH:19]=[CH:20][CH:21]=1)=[O:13])[CH:2]([CH3:4])[CH3:3]. (2) The product is: [C:1]([C:3]1[CH:12]=[CH:11][C:6]([C:7]([OH:9])=[O:8])=[C:5]([F:13])[CH:4]=1)#[N:2]. Given the reactants [C:1]([C:3]1[CH:12]=[CH:11][C:6]([C:7]([O:9]C)=[O:8])=[C:5]([F:13])[CH:4]=1)#[N:2].[OH-].[K+], predict the reaction product. (3) Given the reactants [CH3:1][N:2]1[C:7](=[O:8])[CH:6]=[CH:5][C:4]([C:9]2[S:13][C:12]([C:14](OCC)=[O:15])=[N:11][C:10]=2[C:19]2[CH:24]=[CH:23][CH:22]=[CH:21][CH:20]=2)=[N:3]1.[CH2:25]([NH2:28])[CH2:26][CH3:27], predict the reaction product. The product is: [CH3:1][N:2]1[C:7](=[O:8])[CH:6]=[CH:5][C:4]([C:9]2[S:13][C:12]([C:14]([NH:28][CH2:25][CH2:26][CH3:27])=[O:15])=[N:11][C:10]=2[C:19]2[CH:24]=[CH:23][CH:22]=[CH:21][CH:20]=2)=[N:3]1. (4) Given the reactants [C:1]([C:5]1[N:10]=[C:9]([N:11]2[CH2:16][CH2:15][N:14]([CH2:17][CH2:18][CH2:19][CH2:20][NH2:21])[CH2:13][CH2:12]2)[CH:8]=[C:7]([C:22]([F:25])([F:24])[F:23])[N:6]=1)([CH3:4])([CH3:3])[CH3:2].C1N=CN([C:31]([N:33]2[CH:37]=N[CH:35]=[CH:34]2)=[O:32])C=1.[Cl:38][C:39]1[CH:44]=[CH:43][C:42]([CH:45]2CCNC[CH2:46]2)=[CH:41][CH:40]=1, predict the reaction product. The product is: [C:1]([C:5]1[N:10]=[C:9]([N:11]2[CH2:16][CH2:15][N:14]([CH2:17][CH2:18][CH2:19][CH2:20][NH:21][C:31]([N:33]3[CH2:34][CH2:35][CH:45]([C:42]4[CH:43]=[CH:44][C:39]([Cl:38])=[CH:40][CH:41]=4)[CH2:46][CH2:37]3)=[O:32])[CH2:13][CH2:12]2)[CH:8]=[C:7]([C:22]([F:24])([F:25])[F:23])[N:6]=1)([CH3:4])([CH3:2])[CH3:3]. (5) Given the reactants [Cl:1][C:2]1[C:3](=[O:25])[N:4]([CH3:24])[CH:5]=[C:6]([C:9]([N:11]2[CH2:16][CH2:15][CH:14]([C:17]3[CH:22]=[CH:21][C:20]([F:23])=[CH:19][CH:18]=3)[CH2:13][CH2:12]2)=[O:10])[C:7]=1Cl.[O:26]1[C:30]2[CH:31]=[CH:32][C:33]([NH2:35])=[CH:34][C:29]=2[N:28]=[CH:27]1, predict the reaction product. The product is: [O:26]1[C:30]2[CH:31]=[CH:32][C:33]([NH:35][C:7]3[C:6]([C:9]([N:11]4[CH2:16][CH2:15][CH:14]([C:17]5[CH:22]=[CH:21][C:20]([F:23])=[CH:19][CH:18]=5)[CH2:13][CH2:12]4)=[O:10])=[CH:5][N:4]([CH3:24])[C:3](=[O:25])[C:2]=3[Cl:1])=[CH:34][C:29]=2[N:28]=[CH:27]1. (6) The product is: [O:23]1[CH:24]=[CH:25][CH:26]=[C:22]1[C:20]1[N:21]=[C:17]([NH:16][C:14]([CH:11]2[CH2:12][CH2:13][NH:8][CH2:9][CH2:10]2)=[O:15])[S:18][C:19]=1[C:27]1[CH:28]=[CH:29][N:30]=[CH:31][CH:32]=1. Given the reactants C(OC([N:8]1[CH2:13][CH2:12][CH:11]([C:14]([NH:16][C:17]2[S:18][C:19]([C:27]3[CH:32]=[CH:31][N:30]=[CH:29][CH:28]=3)=[C:20]([C:22]3[O:23][CH:24]=[CH:25][CH:26]=3)[N:21]=2)=[O:15])[CH2:10][CH2:9]1)=O)(C)(C)C.FC(F)(F)C(O)=O, predict the reaction product. (7) Given the reactants [OH:1][C:2]1[CH:29]=[CH:28][C:5]([C:6]([NH:8][C:9]2[CH:14]=[CH:13][C:12]([CH:15]3[O:20][CH2:19][CH2:18][N:17]([C:21]([O:23][C:24]([CH3:27])([CH3:26])[CH3:25])=[O:22])[CH2:16]3)=[CH:11][CH:10]=2)=[O:7])=[CH:4][CH:3]=1.[Cl:30][C:31]1[CH:32]=[C:33](B(O)O)[CH:34]=[CH:35][C:36]=1[C:37]([O:39][CH3:40])=[O:38].N1C=CC=CC=1, predict the reaction product. The product is: [Cl:30][C:31]1[CH:32]=[C:33]([CH:34]=[CH:35][C:36]=1[C:37]([O:39][CH3:40])=[O:38])[O:1][C:2]1[CH:29]=[CH:28][C:5]([C:6]([NH:8][C:9]2[CH:10]=[CH:11][C:12]([CH:15]3[O:20][CH2:19][CH2:18][N:17]([C:21]([O:23][C:24]([CH3:26])([CH3:25])[CH3:27])=[O:22])[CH2:16]3)=[CH:13][CH:14]=2)=[O:7])=[CH:4][CH:3]=1.